This data is from Buchwald-Hartwig C-N cross coupling reaction yields with 55,370 reactions. The task is: Predict the reaction yield, written as a fraction of the theoretical maximum amount of product (1.0 means a 100% yield; for example, 0.34 means a 34% yield). The reactants are Brc1ccccn1.Cc1ccc(N)cc1.O=S(=O)(O[Pd]1c2ccccc2-c2ccccc2N~1)C(F)(F)F.CC(C)c1cc(C(C)C)c(-c2ccccc2P(C(C)(C)C)C(C)(C)C)c(C(C)C)c1.CN(C)C(=NC(C)(C)C)N(C)C.Fc1cccc(F)c1-c1ccno1. No catalyst specified. The product is Cc1ccc(Nc2ccccn2)cc1. The yield is 0.630.